Dataset: Peptide-MHC class I binding affinity with 185,985 pairs from IEDB/IMGT. Task: Regression. Given a peptide amino acid sequence and an MHC pseudo amino acid sequence, predict their binding affinity value. This is MHC class I binding data. (1) The peptide sequence is SWLMWFIISI. The MHC is HLA-A24:02 with pseudo-sequence HLA-A24:02. The binding affinity (normalized) is 0.135. (2) The peptide sequence is YRYLCLIQKA. The MHC is HLA-B27:05 with pseudo-sequence HLA-B27:05. The binding affinity (normalized) is 0.948. (3) The MHC is HLA-B35:01 with pseudo-sequence HLA-B35:01. The peptide sequence is LPFDKSTIM. The binding affinity (normalized) is 0.791. (4) The MHC is HLA-A02:03 with pseudo-sequence HLA-A02:03. The peptide sequence is ATKDSFQSF. The binding affinity (normalized) is 0.0847. (5) The peptide sequence is RAAHRRQSV. The MHC is HLA-A01:01 with pseudo-sequence HLA-A01:01. The binding affinity (normalized) is 0.0847. (6) The peptide sequence is AVDADDSHF. The MHC is HLA-B51:01 with pseudo-sequence HLA-B51:01. The binding affinity (normalized) is 0.0847. (7) The peptide sequence is MMWATAQAL. The MHC is HLA-C07:01 with pseudo-sequence HLA-C07:01. The binding affinity (normalized) is 0.0847. (8) The peptide sequence is RECGARVIL. The MHC is HLA-A69:01 with pseudo-sequence HLA-A69:01. The binding affinity (normalized) is 0.0847.